From a dataset of Reaction yield outcomes from USPTO patents with 853,638 reactions. Predict the reaction yield, written as a fraction of the theoretical maximum amount of product (1.0 means a 100% yield; for example, 0.34 means a 34% yield). The reactants are [CH:1]1([CH2:7][C:8]2[N:12]([CH3:13])[C:11]([C:14](O)=[O:15])=[CH:10][C:9]=2[C:17]2[CH:22]=[C:21]([C:23]([CH3:26])([CH3:25])[CH3:24])[CH:20]=[C:19]([C:27]([CH3:30])([CH3:29])[CH3:28])[CH:18]=2)[CH2:6][CH2:5][CH2:4][CH2:3][CH2:2]1.C[N:32](C(ON1N=NC2C=CC=NC1=2)=[N+](C)C)C.F[P-](F)(F)(F)(F)F.[NH4+].[Cl-]. The catalyst is CN(C=O)C.O.CC(=O)OCC. The product is [CH:1]1([CH2:7][C:8]2[N:12]([CH3:13])[C:11]([C:14]([NH2:32])=[O:15])=[CH:10][C:9]=2[C:17]2[CH:18]=[C:19]([C:27]([CH3:30])([CH3:29])[CH3:28])[CH:20]=[C:21]([C:23]([CH3:25])([CH3:26])[CH3:24])[CH:22]=2)[CH2:6][CH2:5][CH2:4][CH2:3][CH2:2]1. The yield is 0.200.